From a dataset of Full USPTO retrosynthesis dataset with 1.9M reactions from patents (1976-2016). Predict the reactants needed to synthesize the given product. (1) Given the product [CH2:14]([O:13][C:8]1[C:9]2[C:4](=[CH:3][C:2]([F:1])=[C:11]([CH3:12])[CH:10]=2)[CH:5]=[CH:6][N:7]=1)[C:15]1[CH:20]=[CH:19][CH:18]=[CH:17][CH:16]=1, predict the reactants needed to synthesize it. The reactants are: [F:1][C:2]1[CH:3]=[C:4]2[C:9](=[CH:10][C:11]=1[CH3:12])[C:8](=[O:13])[NH:7][CH:6]=[CH:5]2.[CH2:14](Br)[C:15]1[CH:20]=[CH:19][CH:18]=[CH:17][CH:16]=1. (2) Given the product [CH3:1][O:2][C:3]1[CH:11]=[CH:10][C:6]([C:7]([NH:60][C:58]2[S:57][C:47]3[C:48]([N:51]4[CH2:56][CH2:55][O:54][CH2:53][CH2:52]4)=[N:49][CH:50]=[C:45]([O:44][CH3:43])[C:46]=3[N:59]=2)=[O:9])=[CH:5][N:4]=1, predict the reactants needed to synthesize it. The reactants are: [CH3:1][O:2][C:3]1[CH:11]=[CH:10][C:6]([C:7]([OH:9])=O)=[CH:5][N:4]=1.CN(C(ON1N=NC2C=CC=NC1=2)=[N+](C)C)C.F[P-](F)(F)(F)(F)F.CN1CCOCC1.[CH3:43][O:44][C:45]1[C:46]2[N:59]=[C:58]([NH2:60])[S:57][C:47]=2[C:48]([N:51]2[CH2:56][CH2:55][O:54][CH2:53][CH2:52]2)=[N:49][CH:50]=1. (3) Given the product [CH2:1]([C:5]1[CH:10]=[CH:9][C:8]([C:11]#[C:12][C:13]2[CH:20]=[CH:19][C:16]([CH2:17][NH:25][CH2:26][C:27]3[CH:39]=[CH:38][C:30]4[O:31][C:32]([CH3:37])([CH3:36])[O:33][C:34](=[O:35])[C:29]=4[CH:28]=3)=[CH:15][CH:14]=2)=[CH:7][CH:6]=1)[CH2:2][CH2:3][CH3:4], predict the reactants needed to synthesize it. The reactants are: [CH2:1]([C:5]1[CH:10]=[CH:9][C:8]([C:11]#[C:12][C:13]2[CH:20]=[CH:19][C:16]([CH:17]=O)=[CH:15][CH:14]=2)=[CH:7][CH:6]=1)[CH2:2][CH2:3][CH3:4].C(O)(=O)C.[NH2:25][CH2:26][C:27]1[CH:39]=[CH:38][C:30]2[O:31][C:32]([CH3:37])([CH3:36])[O:33][C:34](=[O:35])[C:29]=2[CH:28]=1. (4) Given the product [CH3:11][O:10][C:8](=[O:9])[CH2:7][NH:5][C:1]([CH3:4])([CH3:3])[CH3:2], predict the reactants needed to synthesize it. The reactants are: [C:1]([NH2:5])([CH3:4])([CH3:3])[CH3:2].Br[CH2:7][C:8]([O:10][CH3:11])=[O:9].